Dataset: Full USPTO retrosynthesis dataset with 1.9M reactions from patents (1976-2016). Task: Predict the reactants needed to synthesize the given product. (1) Given the product [CH2:22]([O:29][C:30]1[CH:35]=[CH:34][N:33]([C:2]2[CH:7]=[CH:6][C:5]3[C:8]4[CH2:13][CH2:12][N:11]([C:14]([O:16][C:17]([CH3:20])([CH3:19])[CH3:18])=[O:15])[CH2:10][C:9]=4[S:21][C:4]=3[CH:3]=2)[C:32](=[O:36])[CH:31]=1)[C:23]1[CH:24]=[CH:25][CH:26]=[CH:27][CH:28]=1, predict the reactants needed to synthesize it. The reactants are: Br[C:2]1[CH:7]=[CH:6][C:5]2[C:8]3[CH2:13][CH2:12][N:11]([C:14]([O:16][C:17]([CH3:20])([CH3:19])[CH3:18])=[O:15])[CH2:10][C:9]=3[S:21][C:4]=2[CH:3]=1.[CH2:22]([O:29][C:30]1[CH:35]=[CH:34][NH:33][C:32](=[O:36])[CH:31]=1)[C:23]1[CH:28]=[CH:27][CH:26]=[CH:25][CH:24]=1. (2) Given the product [F:1][C:2]1[CH:24]=[C:23]([F:25])[CH:22]=[CH:21][C:3]=1[O:4][C:5]1[CH:6]=[C:7]2[C:11](=[CH:12][C:13]=1[C:14]([NH:49][C@@H:50]([CH2:55][CH2:56][N:57]([CH3:59])[CH3:58])[C:51]([O:53][CH3:54])=[O:52])=[O:15])[N:10]([CH2:17][CH:18]([CH3:20])[CH3:19])[N:9]=[CH:8]2, predict the reactants needed to synthesize it. The reactants are: [F:1][C:2]1[CH:24]=[C:23]([F:25])[CH:22]=[CH:21][C:3]=1[O:4][C:5]1[CH:6]=[C:7]2[C:11](=[CH:12][C:13]=1[C:14](O)=[O:15])[N:10]([CH2:17][CH:18]([CH3:20])[CH3:19])[N:9]=[CH:8]2.C1C=CC2N(O)N=NC=2C=1.CCN=C=NCCCN(C)C.Cl.Cl.[NH2:49][C@@H:50]([CH2:55][CH2:56][N:57]([CH3:59])[CH3:58])[C:51]([O:53][CH3:54])=[O:52].C(N(CC)CC)C. (3) The reactants are: [CH3:1][O:2][C:3]1[CH:4]=[C:5]([CH2:11][CH2:12][O:13][C@@H:14]2[CH2:19][CH2:18][CH2:17][CH2:16][C@@H:15]2OS(C2C=CC([N+]([O-])=O)=CC=2)(=O)=O)[CH:6]=[CH:7][C:8]=1[O:9][CH3:10].[NH:33]1[CH2:37][CH2:36][C@@H:35]([OH:38])[CH2:34]1. Given the product [CH3:1][O:2][C:3]1[CH:4]=[C:5]([CH2:11][CH2:12][O:13][C@@H:14]2[CH2:19][CH2:18][CH2:17][CH2:16][C@H:15]2[N:33]2[CH2:37][CH2:36][C@@H:35]([OH:38])[CH2:34]2)[CH:6]=[CH:7][C:8]=1[O:9][CH3:10], predict the reactants needed to synthesize it.